The task is: Predict the reactants needed to synthesize the given product.. This data is from Full USPTO retrosynthesis dataset with 1.9M reactions from patents (1976-2016). (1) Given the product [CH:13]1[C:14]2[C:9](=[C:8]([NH:7][CH:3]3[CH2:4][CH2:5][CH2:6][N:1]([CH2:30][C:25]4[CH:20]=[CH:21][C:22]([NH:26][C:27](=[O:29])[CH3:28])=[CH:23][CH:24]=4)[CH2:2]3)[CH:17]=[CH:16][CH:15]=2)[CH:10]=[CH:11][N:12]=1, predict the reactants needed to synthesize it. The reactants are: [NH:1]1[CH2:6][CH2:5][CH2:4][CH:3]([NH:7][C:8]2[C:9]3[CH:10]=[CH:11][N:12]=[CH:13][C:14]=3[CH:15]=[CH:16][CH:17]=2)[CH2:2]1.C([C:20]1[CH:21]=[C:22]([NH:26][C:27](=[O:29])[CH3:28])[CH:23]=[CH:24][CH:25]=1)=O.[C:30](O)(=O)C.C(O[BH-](OC(=O)C)OC(=O)C)(=O)C.[Na+]. (2) The reactants are: [OH:1][C@H:2]1[CH2:6][CH2:5][N:4]([C:7]([O:9][C:10]([CH3:13])([CH3:12])[CH3:11])=[O:8])[C@@H:3]1[C:14](OCC)=[O:15].OC[C@@H]1[C@@H](C)CCN1C(OC(C)(C)C)=O. Given the product [OH:1][C@H:2]1[CH2:6][CH2:5][N:4]([C:7]([O:9][C:10]([CH3:11])([CH3:12])[CH3:13])=[O:8])[C@@H:3]1[CH2:14][OH:15], predict the reactants needed to synthesize it. (3) Given the product [Br:15][CH2:16][C:17]([NH:1][C:2]1[CH:7]=[N:6][CH:5]=[CH:4][N:3]=1)=[O:18], predict the reactants needed to synthesize it. The reactants are: [NH2:1][C:2]1[CH:7]=[N:6][CH:5]=[CH:4][N:3]=1.C(N(CC)CC)C.[Br:15][CH2:16][C:17](Br)=[O:18]. (4) Given the product [F:25][C:2]1([F:1])[CH2:7][CH2:6][CH:5]([CH2:8][C@H:9]2[CH2:14][C@@H:13]([C:15]3[O:19][NH:18][C:17](=[O:20])[CH:16]=3)[CH2:12][CH2:11][N:10]2[C:21]([O:23][CH3:24])=[O:22])[CH2:4][CH2:3]1.[F:25][C:2]1([F:1])[CH2:7][CH2:6][CH:5]([CH2:8][C@@H:9]2[CH2:14][C@H:13]([C:15]3[O:19][NH:18][C:17](=[O:20])[CH:16]=3)[CH2:12][CH2:11][N:10]2[C:21]([O:23][CH3:24])=[O:22])[CH2:4][CH2:3]1, predict the reactants needed to synthesize it. The reactants are: [F:1][C:2]1([F:25])[CH2:7][CH2:6][CH:5]([CH2:8][C@H:9]2[CH2:14][C@@H:13]([C:15]3[O:19][NH:18][C:17](=[O:20])[CH:16]=3)[CH2:12][CH2:11][N:10]2[C:21]([O:23][CH3:24])=[O:22])[CH2:4][CH2:3]1.CCCCCCC.CC(O)C. (5) Given the product [C:5]([C:7]1[CH:8]=[CH:9][C:10]([CH2:11][CH:12](/[CH:25]=[CH:26]/[C:27]2[CH:32]=[CH:31][CH:30]=[CH:29][C:28]=2[O:33][CH2:34][CH2:35][CH2:36][N:37]2[CH2:41][CH2:40][CH2:39][C:38]2=[O:42])[CH2:13][CH2:14][C:15]2[CH:24]=[CH:23][C:18]([C:19]([OH:21])=[O:20])=[CH:17][CH:16]=2)=[CH:43][CH:44]=1)([OH:6])=[O:4], predict the reactants needed to synthesize it. The reactants are: [OH-].[Li+].C[O:4][C:5]([C:7]1[CH:44]=[CH:43][C:10]([CH2:11][CH:12](/[CH:25]=[CH:26]/[C:27]2[CH:32]=[CH:31][CH:30]=[CH:29][C:28]=2[O:33][CH2:34][CH2:35][CH2:36][N:37]2[CH2:41][CH2:40][CH2:39][C:38]2=[O:42])[CH2:13][CH2:14][C:15]2[CH:24]=[CH:23][C:18]([C:19]([O:21]C)=[O:20])=[CH:17][CH:16]=2)=[CH:9][CH:8]=1)=[O:6].